From a dataset of Reaction yield outcomes from USPTO patents with 853,638 reactions. Predict the reaction yield, written as a fraction of the theoretical maximum amount of product (1.0 means a 100% yield; for example, 0.34 means a 34% yield). (1) The reactants are [Cl:1][C:2]1[C:11]2[C:6](=[CH:7][CH:8]=[CH:9][CH:10]=2)[N:5]=[CH:4][CH:3]=1.[S:12]1[CH:16]=[CH:15][C:14]2[C:17]([N:21]3[CH2:26][CH2:25][N:24]([CH2:27][CH2:28][CH2:29][OH:30])[CH2:23][CH2:22]3)=[CH:18][CH:19]=[CH:20][C:13]1=2.C(=O)([O-])[O-].[K+].[K+].CN(C)C=O. The catalyst is O. The product is [ClH:1].[S:12]1[CH:16]=[CH:15][C:14]2[C:17]([N:21]3[CH2:22][CH2:23][N:24]([CH2:27][CH2:28][CH2:29][O:30][C:2]4[C:11]5[C:6](=[CH:7][CH:8]=[CH:9][CH:10]=5)[N:5]=[CH:4][CH:3]=4)[CH2:25][CH2:26]3)=[CH:18][CH:19]=[CH:20][C:13]1=2. The yield is 0.780. (2) The yield is 0.910. The reactants are [CH2:1]([O:8][C:9](=[O:30])[NH:10][C:11]1[CH:16]=[CH:15][C:14]([F:17])=[C:13]([CH:18]([OH:28])[C:19]2[C:27]3[C:22](=[N:23][CH:24]=[CH:25][CH:26]=3)[NH:21][CH:20]=2)[C:12]=1[F:29])[C:2]1[CH:7]=[CH:6][CH:5]=[CH:4][CH:3]=1.O1CCCC1.CC(OI1(OC(C)=O)(OC(C)=O)OC(=O)C2C=CC=CC1=2)=O. The catalyst is O. The product is [CH2:1]([O:8][C:9](=[O:30])[NH:10][C:11]1[CH:16]=[CH:15][C:14]([F:17])=[C:13]([C:18]([C:19]2[C:27]3[C:22](=[N:23][CH:24]=[CH:25][CH:26]=3)[NH:21][CH:20]=2)=[O:28])[C:12]=1[F:29])[C:2]1[CH:3]=[CH:4][CH:5]=[CH:6][CH:7]=1. (3) The reactants are [C:1]1([P:7]([C:10]2[CH:15]=[CH:14][CH:13]=[CH:12][CH:11]=2)(=[O:9])[OH:8])[CH:6]=[CH:5][CH:4]=[CH:3][CH:2]=1.[C:16]1([C:22]#[C:23][C:24]2[CH:29]=[CH:28][CH:27]=[CH:26][CH:25]=2)[CH:21]=[CH:20][CH:19]=[CH:18][CH:17]=1.F[P-](F)(F)(F)(F)F.[K+]. The catalyst is CC1C=CC(C(C)C)=CC=1.CC1C=CC(C(C)C)=CC=1.Cl[Ru]Cl.Cl[Ru]Cl.C(=O)([O-])[O-].[Ag+2].C([O-])(=O)C.[Ag+].C(O)(C)(C)C. The product is [C:1]1([P:7]2(=[O:8])[C:10]3[CH:15]=[CH:14][CH:13]=[CH:12][C:11]=3[C:23]([C:24]3[CH:29]=[CH:28][CH:27]=[CH:26][CH:25]=3)=[C:22]([C:16]3[CH:21]=[CH:20][CH:19]=[CH:18][CH:17]=3)[O:9]2)[CH:2]=[CH:3][CH:4]=[CH:5][CH:6]=1. The yield is 0.980. (4) The reactants are [C:1]([C:3]1[CH:4]=[C:5]([C:13]2[S:14][C:15]([C:18]3[CH:26]=[CH:25][CH:24]=[C:23]4[C:19]=3[CH2:20][CH2:21][C@@H:22]4[NH:27][CH2:28][C:29]([O:31][CH3:32])=[O:30])=[CH:16][N:17]=2)[CH:6]=[CH:7][C:8]=1[O:9][CH:10]([CH3:12])[CH3:11])#[N:2].[C:33](O[C:33]([O:35][C:36]([CH3:39])([CH3:38])[CH3:37])=[O:34])([O:35][C:36]([CH3:39])([CH3:38])[CH3:37])=[O:34]. The catalyst is C(Cl)Cl. The product is [C:36]([O:35][C:33]([N:27]([C@@H:22]1[C:23]2[C:19](=[C:18]([C:15]3[S:14][C:13]([C:5]4[CH:6]=[CH:7][C:8]([O:9][CH:10]([CH3:12])[CH3:11])=[C:3]([C:1]#[N:2])[CH:4]=4)=[N:17][CH:16]=3)[CH:26]=[CH:25][CH:24]=2)[CH2:20][CH2:21]1)[CH2:28][C:29]([O:31][CH3:32])=[O:30])=[O:34])([CH3:39])([CH3:38])[CH3:37]. The yield is 0.960. (5) The reactants are [NH2:1][C:2]1[CH:3]=[C:4]([CH:8]=[CH:9][C:10]=1[F:11])[C:5]([OH:7])=O.[NH:12]1[CH2:17][CH2:16][CH2:15][C@@H:14]2[C:18]3[CH:19]=[CH:20][CH:21]=[CH:22][C:23]=3[CH2:24][C@H:13]12.F[P-](F)(F)(F)(F)F.N1(OC(N(C)C)=[N+](C)C)C2N=CC=CC=2N=N1. No catalyst specified. The product is [NH2:1][C:2]1[CH:3]=[C:4]([C:5]([N:12]2[CH2:17][CH2:16][CH2:15][C@@H:14]3[C:18]4[CH:19]=[CH:20][CH:21]=[CH:22][C:23]=4[CH2:24][C@H:13]23)=[O:7])[CH:8]=[CH:9][C:10]=1[F:11]. The yield is 0.680. (6) The reactants are [Cl-].[NH4+].[C:3]([O:7][C:8]([N:10]1[CH2:15][CH2:14][N:13]([CH2:16][C:17]2[CH:22]=[C:21]([N+:23]([O-])=O)[C:20]([C:26]([O:28][CH2:29][CH3:30])=[O:27])=[CH:19][C:18]=2[O:31][C:32]([F:35])([F:34])[F:33])[CH2:12][CH2:11]1)=[O:9])([CH3:6])([CH3:5])[CH3:4]. The catalyst is C(OCC)(=O)C.[Fe]. The product is [C:3]([O:7][C:8]([N:10]1[CH2:11][CH2:12][N:13]([CH2:16][C:17]2[CH:22]=[C:21]([NH2:23])[C:20]([C:26]([O:28][CH2:29][CH3:30])=[O:27])=[CH:19][C:18]=2[O:31][C:32]([F:34])([F:35])[F:33])[CH2:14][CH2:15]1)=[O:9])([CH3:4])([CH3:5])[CH3:6]. The yield is 0.680.